Task: Regression/Classification. Given a drug SMILES string, predict its absorption, distribution, metabolism, or excretion properties. Task type varies by dataset: regression for continuous measurements (e.g., permeability, clearance, half-life) or binary classification for categorical outcomes (e.g., BBB penetration, CYP inhibition). Dataset: cyp3a4_veith.. Dataset: CYP3A4 inhibition data for predicting drug metabolism from PubChem BioAssay (1) The molecule is CCOC(=O)O[C@@H](C)OC(=O)[C@@H]1N2C(=O)[C@@H](NC(=O)[C@@H](N)c3ccccc3)[C@H]2SC1(C)C. The result is 1 (inhibitor). (2) The drug is O=C(c1csnn1)N1CCC2(CCCN(Cc3ccccc3)C2)CC1. The result is 0 (non-inhibitor). (3) The drug is CCOC(=O)/C(C(N)=NCCCO)=C(/O)c1ccccc1. The result is 0 (non-inhibitor). (4) The drug is Cc1nn(Cc2ccccc2Cl)c(C)c1NC(=O)CCCn1nc(C)c([N+](=O)[O-])c1C. The result is 1 (inhibitor).